Dataset: Full USPTO retrosynthesis dataset with 1.9M reactions from patents (1976-2016). Task: Predict the reactants needed to synthesize the given product. (1) The reactants are: [C:1]([NH:4][C@H:5]1[C@H:10]([C@H:11]([OH:16])[C@H:12]([OH:15])[CH2:13][OH:14])[O:9][C@:8]([OH:20])([C:17]([OH:19])=[O:18])[CH2:7][C@@H:6]1[OH:21])(=[O:3])[CH3:2].[CH3:22]O. Given the product [C:1]([NH:4][C@H:5]1[C@H:10]([C@H:11]([OH:16])[C@H:12]([OH:15])[CH2:13][OH:14])[O:9][C@:8]([OH:20])([C:17]([O:19][CH3:22])=[O:18])[CH2:7][C@@H:6]1[OH:21])(=[O:3])[CH3:2], predict the reactants needed to synthesize it. (2) Given the product [Cl:1][C:2]1[CH:7]=[C:6]([CH:36]=[O:37])[C:5]([O:10][CH2:11][C:12]2[C:17]([O:18][CH3:19])=[CH:16][CH:15]=[C:14]([F:20])[C:13]=2[F:21])=[CH:4][C:3]=1[N:22]1[C:30](=[O:31])[NH:29][C:28]2[C:23]1=[N:24][C:25]([CH3:34])=[N:26][C:27]=2[O:32][CH3:33], predict the reactants needed to synthesize it. The reactants are: [Cl:1][C:2]1[C:7](C)=[C:6](O)[C:5]([O:10][CH2:11][C:12]2[C:17]([O:18][CH3:19])=[CH:16][CH:15]=[C:14]([F:20])[C:13]=2[F:21])=[CH:4][C:3]=1[N:22]1[C:30](=[O:31])[NH:29][C:28]2[C:23]1=[N:24][C:25]([CH3:34])=[N:26][C:27]=2[O:32][CH3:33].C[C:36](OI1(OC(C)=O)(OC(C)=O)OC(=O)C2C1=CC=CC=2)=[O:37]. (3) Given the product [Cl:29][C:28]1[C:23]([O:1][C:2]2[CH:7]=[C:6]([O:8][CH2:9][CH2:10][O:11][CH3:12])[CH:5]=[CH:4][C:3]=2/[CH:13]=[CH:14]/[C:15]([O:17][CH2:18][CH3:19])=[O:16])=[N:24][CH:25]=[C:26]([Cl:30])[CH:27]=1, predict the reactants needed to synthesize it. The reactants are: [OH:1][C:2]1[CH:7]=[C:6]([O:8][CH2:9][CH2:10][O:11][CH3:12])[CH:5]=[CH:4][C:3]=1/[CH:13]=[CH:14]/[C:15]([O:17][CH2:18][CH3:19])=[O:16].[H-].[Na+].Cl[C:23]1[C:28]([Cl:29])=[CH:27][C:26]([Cl:30])=[CH:25][N:24]=1.O. (4) Given the product [Br:1][C:2]1[C:7]([O:8][CH2:9][CH2:10][CH3:12])=[CH:6][CH:5]=[CH:4][N:3]=1, predict the reactants needed to synthesize it. The reactants are: [Br:1][C:2]1[C:7]([O:8][CH2:9][CH3:10])=[CH:6][CH:5]=[CH:4][N:3]=1.Br[C:12]1C(O)=CC=CN=1.ICCC. (5) Given the product [C:1]([C:5]1[CH:12]=[CH:11][C:8]([CH:9]2[N:13]([C:14]3[S:15][C:16]([C:19]([F:22])([F:21])[F:20])=[N:17][N:18]=3)[C:26](=[O:25])[C:27]([OH:39])=[C:28]2[C:29](=[O:30])[C:31]2[CH:32]=[CH:33][C:34]([O:37][CH3:38])=[CH:35][CH:36]=2)=[CH:7][CH:6]=1)([CH3:4])([CH3:3])[CH3:2], predict the reactants needed to synthesize it. The reactants are: [C:1]([C:5]1[CH:12]=[CH:11][C:8]([CH:9]=O)=[CH:7][CH:6]=1)([CH3:4])([CH3:3])[CH3:2].[NH2:13][C:14]1[S:15][C:16]([C:19]([F:22])([F:21])[F:20])=[N:17][N:18]=1.C([O:25][C:26](=O)[C:27]([OH:39])=[CH:28][C:29]([C:31]1[CH:36]=[CH:35][C:34]([O:37][CH3:38])=[CH:33][CH:32]=1)=[O:30])C.